Dataset: Human Reference Interactome with 51,813 positive PPI pairs across 8,248 proteins, plus equal number of experimentally-validated negative pairs. Task: Binary Classification. Given two protein amino acid sequences, predict whether they physically interact or not. (1) Protein 1 (ENSG00000115041) has sequence MQPAKEVTKASDGSLLGDLGHTPLSKKEGIKWQRPRLSRQALMRCCLVKWILSSTAPQGSDSSDSELELSTVRHQPEGLDQLQAQTKFTKKELQSLYRGFKNECPTGLVDEDTFKLIYAQFFPQGDATTYAHFLFNAFDADGNGAIHFEDFVVGLSILLRGTVHEKLKWAFNLYDINKDGYITKEEMLAIMKSIYDMMGRHTYPILREDAPAEHVERFFEKMDRNQDGVVTIEEFLEACQKDENIMSSMQLFENVI*MQPRKEVTKASDGSLLGDLGHTPLSKKEGIKWQRPRLSRQALM.... Protein 2 (ENSG00000132680) has sequence MSAGSATHPGAGGRRSKWDQPAPAPLLFLPPAAPGGEVTSSGGSPGGTTAAPSGALDAAAAVAAKINAMLMAKGKLKPTQNASEKLQAPGKGLTSNKSKDDLVVAEVEINDVPLTCRNLLTRGQTQDEISRLSGAAVSTRGRFMTTEEKAKVGPGDRPLYLHVQGQTRELVDRAVNRIKEIITNGVVKAATGTSPTFNGATVTVYHQPAPIAQLSPAVSQKPPFQSGMHYVQDKLFVGLEHAVPTFNVKEKVEGPGCSYLQHIQIETGAKVFLRGKGSGCIEPASGREAFEPMYIYISHP.... Result: 1 (the proteins interact). (2) Protein 1 (ENSG00000146038) has sequence MSGSSARSSHLSQPVVKSVLVYRNGDPFYAGRRVVIHEKKVSSFEVFLKEVTGGVQAPFGAVRNIYTPRTGHRIRKLDQIQSGGNYVAGGQEAFKKLNYLDIGEIKKRPMEVVNTEVKPVIHSRINVSARFRKPLQEPCTIFLIANGDLINPASRLLIPRKTLNQWDHVLQMVTEKITLRSGAVHRLYTLEGKLVESGAELENGQFYVAVGRDKFKKLPYSELLFDKSTMRRPFGQKASSLPPIVGSRKSKGSGNDRHSKSTVGSSDNSSPQPLKRKGKKEDVNSEKLTKLKQNVKLKNS.... Protein 2 (ENSG00000167272) has sequence MVRFKHRYLLCELVSDDPRCRLSLDDRVLSSLVRDTIARVHGTFGAAACSIGFAVRYLNAYTGIVLLRCRKEFYQLVWSALPFITYLENKGHRYPCFFNTLHVGGTIRTCQKFLIQYNRRQLLILLQNCTDEGEREAIQKSVTRSCLLEEEEESGEEAAEAME*MVRFKHRYLLCELVSDDPRCRLSLDDRVLSSLVRDTIARVHGTFGAAACSIGFAGTIRTCQKFLIQYNRRQLLILLQNCTDEGEREAIQKSVTRSCLLEEEEESGEEAAEAME*. Result: 1 (the proteins interact). (3) Protein 1 (ENSG00000085514) has sequence MGRPLLLPLLPLLLPPAFLQPSGSTGSGPSYLYGVTQPKHLSASMGGSVEIPFSFYYPWELATAPDVRISWRRGHFHRQSFYSTRPPSIHKDYVNRLFLNWTEGQKSGFLRISNLQKQDQSVYFCRVELDTRSSGRQQWQSIEGTKLSITQAVTTTTQRPSSMTTTWRLSSTTTTTGLRVTQGKRRSDSWHISLETAVGVAVAVTVLGIMILGLICLLRWRRRKGQQRTKATTPAREPFQNTEEPYENIRNEGQNTDPKLNPKDDGIVYASLALSSSTSPRAPPSHRPLKSPQNETLYSV.... Protein 2 (ENSG00000147655) has sequence MQFRLFSFALIILNCMDYSHCQGNRWRRSKRASYVSNPICKGCLSCSKDNGCSRCQQKLFFFLRREGMRQYGECLHSCPSGYYGHRAPDMNRCARCRIENCDSCFSKDFCTKCKVGFYLHRGRCFDECPDGFAPLEETMECVEGCEVGHWSEWGTCSRNNRTCGFKWGLETRTRQIVKKPVKDTILCPTIAESRRCKMTMRHCPGGKRTPKAKEKRNKKKKRKLIERAQEQHSVFLATDRANQ*MQFRLFSFALIILNCMDYSHCQGNRWRRSKRGCRIENCDSCFSKDFCTKCKVGFYL.... Result: 0 (the proteins do not interact). (4) Protein 1 (ENSG00000196990) has sequence MTAGTVVITGGILATVILLCIIAVLCYCRLQYYCCKKDESEEDEEEPDFAVHSHLPPLHSNRNLVLTNGPALYPTASTSFSQKSPQARALCRSCSHCEPPTFFLQEPPEEEEDVLNGGERVLYKSVSQEDVELPPGGFGGLQALNPNRLSAMREAFARSRSISTDV*. Protein 2 (ENSG00000167005) has sequence MSVVPPNRSQTGWPRGVTQFGNKYIQQTKPLTLERTINLYPLTNYTFGTKEPLYEKDSSVAARFQRMREEFDKIGMRRTVEGVLIVHEHRLPHVLLLQLGTTFFKLPGGELNPGEDEVEGLKRLMTEILGRQDGVLQDWVIDDCIGNWWRPNFEPPQYPYIPAHITKPKEHKKLFLVQLQEKALFAVPKNYKLVAAPLFELYDNAPGYGPIISSLPQLLSRFNFIYN*MREEFDKIGMRRTVEGVLIVHEHRLPHVLLLQLGTTFFKLPGGELNPGEDEVEGLKRLMTEILGRQDGVLQM.... Result: 0 (the proteins do not interact).